From a dataset of Reaction yield outcomes from USPTO patents with 853,638 reactions. Predict the reaction yield, written as a fraction of the theoretical maximum amount of product (1.0 means a 100% yield; for example, 0.34 means a 34% yield). The reactants are [CH3:1][O:2][CH2:3][CH2:4][O:5][C:6]1[CH:14]=[C:13]2[C:9]([CH:10]=[CH:11][NH:12]2)=[CH:8][CH:7]=1.[F:15][C:16]1[C:21](/[CH:22]=[CH:23]/[N+:24]([O-:26])=[O:25])=[CH:20][CH:19]=[CH:18][C:17]=1[NH:27][C:28](=[O:37])[O:29][CH2:30][C:31]1[CH:36]=[CH:35][CH:34]=[CH:33][CH:32]=1. The catalyst is C1COCC1. The product is [F:15][C:16]1[C:21]([CH:22]([C:10]2[C:9]3[C:13](=[CH:14][C:6]([O:5][CH2:4][CH2:3][O:2][CH3:1])=[CH:7][CH:8]=3)[NH:12][CH:11]=2)[CH2:23][N+:24]([O-:26])=[O:25])=[CH:20][CH:19]=[CH:18][C:17]=1[NH:27][C:28](=[O:37])[O:29][CH2:30][C:31]1[CH:36]=[CH:35][CH:34]=[CH:33][CH:32]=1. The yield is 0.692.